Dataset: Full USPTO retrosynthesis dataset with 1.9M reactions from patents (1976-2016). Task: Predict the reactants needed to synthesize the given product. (1) Given the product [CH3:15][O:14][C:12](=[O:13])[CH2:11][O:9][C:8]1[C:3]([C:1]#[N:2])=[N:4][CH:5]=[CH:6][CH:7]=1, predict the reactants needed to synthesize it. The reactants are: [C:1]([C:3]1[C:8]([OH:9])=[CH:7][CH:6]=[CH:5][N:4]=1)#[N:2].Br[CH2:11][C:12]([O:14][CH3:15])=[O:13].C(=O)([O-])[O-].[K+].[K+]. (2) Given the product [Cl:2][C:3]1[CH:4]=[C:5]([C:10]2([C:26]([F:27])([F:29])[F:28])[O:14][CH:13]=[C:12]([C:15]3[CH:20]=[CH:19][C:18]([C:21]4([F:25])[CH2:22][N:23]([C:44](=[O:45])[CH2:43][S:40]([CH3:39])(=[O:42])=[O:41])[CH2:24]4)=[CH:17][CH:16]=3)[CH2:11]2)[CH:6]=[C:7]([Cl:9])[CH:8]=1, predict the reactants needed to synthesize it. The reactants are: Cl.[Cl:2][C:3]1[CH:4]=[C:5]([C:10]2([C:26]([F:29])([F:28])[F:27])[O:14][CH:13]=[C:12]([C:15]3[CH:20]=[CH:19][C:18]([C:21]4([F:25])[CH2:24][NH:23][CH2:22]4)=[CH:17][CH:16]=3)[CH2:11]2)[CH:6]=[C:7]([Cl:9])[CH:8]=1.CCN(C(C)C)C(C)C.[CH3:39][S:40]([CH2:43][C:44](O)=[O:45])(=[O:42])=[O:41].C(P1(=O)OP(CCC)(=O)OP(CCC)(=O)O1)CC. (3) Given the product [CH3:13][C:10]([CH3:11])([CH3:12])[C@@H:9]([NH:8][C:1](=[O:2])[O:3][C:4]([CH3:5])([CH3:6])[CH3:7])[C:14]([N:52]1[CH2:53][CH2:54][CH:49]([CH2:48][CH2:47][N:45]2[CH2:46][C:42]3=[CH:41][N:40]=[C:39]([CH3:38])[N:43]3[C:44]2=[O:55])[CH2:50][CH2:51]1)=[O:16], predict the reactants needed to synthesize it. The reactants are: [C:1]([NH:8][C@@H:9]([C:14]([OH:16])=O)[C:10]([CH3:13])([CH3:12])[CH3:11])([O:3][C:4]([CH3:7])([CH3:6])[CH3:5])=[O:2].C1C=CC2N(O)N=NC=2C=1.CCN=C=NCCCN(C)C.[CH3:38][C:39]1[N:43]2[C:44](=[O:55])[N:45]([CH2:47][CH2:48][CH:49]3[CH2:54][CH2:53][NH:52][CH2:51][CH2:50]3)[CH2:46][C:42]2=[CH:41][N:40]=1.